From a dataset of Full USPTO retrosynthesis dataset with 1.9M reactions from patents (1976-2016). Predict the reactants needed to synthesize the given product. (1) Given the product [C:17]([O:21][C:22]([N:24]1[CH2:28][CH2:27][CH2:26][C@H:25]1[CH2:29][N:8]1[C:9]2[C:5](=[CH:4][CH:3]=[C:2]([Cl:1])[CH:10]=2)[C:6]([C:11](=[O:16])[C:12]([F:13])([F:14])[F:15])=[CH:7]1)=[O:23])([CH3:20])([CH3:18])[CH3:19], predict the reactants needed to synthesize it. The reactants are: [Cl:1][C:2]1[CH:10]=[C:9]2[C:5]([C:6]([C:11](=[O:16])[C:12]([F:15])([F:14])[F:13])=[CH:7][NH:8]2)=[CH:4][CH:3]=1.[C:17]([O:21][C:22]([N:24]1[CH2:28][CH2:27][CH2:26][C@H:25]1[CH2:29]OS(C)(=O)=O)=[O:23])([CH3:20])([CH3:19])[CH3:18].C(=O)([O-])[O-].[Cs+].[Cs+]. (2) Given the product [C:33]([CH2:32][N:7]1[C:6]2[CH:8]=[C:9]([C:11]3[CH:16]=[CH:15][CH:14]=[CH:13][CH:12]=3)[S:10][C:5]=2[C:4](=[O:17])[N:3]([CH:18]2[CH2:23][CH2:22][N:21]([C:24]([O:26][C:27]([CH3:30])([CH3:29])[CH3:28])=[O:25])[CH2:20][CH2:19]2)[C:2]1=[O:1])#[N:34], predict the reactants needed to synthesize it. The reactants are: [O:1]=[C:2]1[NH:7][C:6]2[CH:8]=[C:9]([C:11]3[CH:16]=[CH:15][CH:14]=[CH:13][CH:12]=3)[S:10][C:5]=2[C:4](=[O:17])[N:3]1[CH:18]1[CH2:23][CH2:22][N:21]([C:24]([O:26][C:27]([CH3:30])([CH3:29])[CH3:28])=[O:25])[CH2:20][CH2:19]1.Cl[CH2:32][C:33]#[N:34].C(=O)([O-])[O-].[K+].[K+].